From a dataset of Forward reaction prediction with 1.9M reactions from USPTO patents (1976-2016). Predict the product of the given reaction. (1) The product is: [CH2:29]([C:19]1[C:18]([CH2:17][C:14]2[CH:15]=[CH:16][C:11]([N:9]3[CH:10]=[C:6]([CH2:4][OH:3])[C:7]([CH3:31])=[N:8]3)=[CH:12][CH:13]=2)=[C:22]2[N:23]=[C:24]([CH3:28])[CH:25]=[C:26]([CH3:27])[N:21]2[N:20]=1)[CH3:30]. Given the reactants C([O:3][C:4]([C:6]1[C:7]([CH3:31])=[N:8][N:9]([C:11]2[CH:16]=[CH:15][C:14]([CH2:17][C:18]3[C:19]([CH2:29][CH3:30])=[N:20][N:21]4[C:26]([CH3:27])=[CH:25][C:24]([CH3:28])=[N:23][C:22]=34)=[CH:13][CH:12]=2)[CH:10]=1)=O)C.CC(C[AlH]CC(C)C)C.C1COCC1, predict the reaction product. (2) Given the reactants [CH3:1][C:2]1([CH3:17])[CH2:11][C:10](=[CH2:12])[C:9]2[C:4](=[CH:5][CH:6]=[C:7]([C:13]([O:15][CH3:16])=[O:14])[CH:8]=2)[O:3]1.[CH2:18]([Zn]CC)C.ICI, predict the reaction product. The product is: [CH3:1][C:2]1([CH3:17])[CH2:11][C:10]2([CH2:18][CH2:12]2)[C:9]2[C:4](=[CH:5][CH:6]=[C:7]([C:13]([O:15][CH3:16])=[O:14])[CH:8]=2)[O:3]1. (3) Given the reactants [Cl-:1].[C:2]([NH+:6]1[CH2:10][C@@H:9]([C:11]2[CH:16]=[CH:15][C:14]([F:17])=[CH:13][C:12]=2[F:18])[C@@H:8]([C:19]([N:21]2[CH:26]3[CH2:27][CH2:28][CH:22]2[CH2:23][C:24]([CH:33]2[CH2:38][CH2:37][CH2:36][CH2:35][CH2:34]2)([CH2:29][S:30]([CH3:32])=[O:31])[CH2:25]3)=[O:20])[CH2:7]1)([CH3:5])([CH3:4])[CH3:3].[OH:39]OS([O-])=O.[K+].Cl, predict the reaction product. The product is: [Cl-:1].[C:2]([NH+:6]1[CH2:10][C@@H:9]([C:11]2[CH:16]=[CH:15][C:14]([F:17])=[CH:13][C:12]=2[F:18])[C@@H:8]([C:19]([N:21]2[CH:26]3[CH2:27][CH2:28][CH:22]2[CH2:23][C:24]([CH:33]2[CH2:34][CH2:35][CH2:36][CH2:37][CH2:38]2)([CH2:29][S:30]([CH3:32])(=[O:39])=[O:31])[CH2:25]3)=[O:20])[CH2:7]1)([CH3:5])([CH3:3])[CH3:4]. (4) Given the reactants C1(P(=[O:20])(C2C=CC=CC=2)C2C=CC=CC=2)C=CC=CC=1.FC(F)(F)S(OS(C(F)(F)F)(=O)=O)(=O)=O.C([S:43][CH:44]([CH2:73][N:74]1[CH2:79][CH2:78][S:77][CH2:76][CH2:75]1)[CH2:45][NH:46][C:47]([C:49]1[NH:50][C:51]2[C:56]([CH:57]=1)=[CH:55][C:54]([O:58][CH2:59][CH2:60][O:61][CH3:62])=[CH:53][C:52]=2[NH:63][S:64]([C:67]1[CH:72]=[CH:71][CH:70]=[CH:69][N:68]=1)(=[O:66])=[O:65])=O)C1C=CC=CC=1.C1(SC)C=CC=CC=1.OOS([O-])=O.[K+].S([O-])([O-])=O.[Na+].[Na+], predict the reaction product. The product is: [CH3:62][O:61][CH2:60][CH2:59][O:58][C:54]1[CH:55]=[C:56]2[C:51](=[C:52]([NH:63][S:64]([C:67]3[CH:72]=[CH:71][CH:70]=[CH:69][N:68]=3)(=[O:66])=[O:65])[CH:53]=1)[NH:50][C:49]([C:47]1[S:43][CH:44]([CH2:73][N:74]3[CH2:75][CH2:76][S:77](=[O:20])[CH2:78][CH2:79]3)[CH2:45][N:46]=1)=[CH:57]2. (5) The product is: [F:18][C:15]1[CH:16]=[CH:17][C:12]([C:9]([CH3:11])([CH3:10])[CH2:8][NH:7][C:2]2[S:6][N:5]=[C:4]([C:19]#[N:20])[N:3]=2)=[CH:13][CH:14]=1. Given the reactants Br[C:2]1([NH:7][CH2:8][C:9]([C:12]2[CH:17]=[CH:16][C:15]([F:18])=[CH:14][CH:13]=2)([CH3:11])[CH3:10])[S:6][NH:5][CH:4]=[N:3]1.[C:19]([Cu])#[N:20], predict the reaction product. (6) Given the reactants [Si:1]([O:8][CH2:9][C@H:10]1[C@H:14]([O:15][CH:16]2[CH2:21][CH2:20][CH2:19][CH2:18][O:17]2)[CH2:13][C@H:12]([OH:22])[C@@H:11]1[CH2:23]/[CH:24]=[CH:25]\[CH2:26][CH2:27][CH2:28][C:29]([O:31][CH3:32])=[O:30])([C:4]([CH3:7])([CH3:6])[CH3:5])([CH3:3])[CH3:2], predict the reaction product. The product is: [Si:1]([O:8][CH2:9][C@H:10]1[C@H:14]([O:15][CH:16]2[CH2:21][CH2:20][CH2:19][CH2:18][O:17]2)[CH2:13][C@H:12]([OH:22])[C@@H:11]1[CH2:23][CH2:24][CH2:25][CH2:26][CH2:27][CH2:28][C:29]([O:31][CH3:32])=[O:30])([C:4]([CH3:7])([CH3:6])[CH3:5])([CH3:2])[CH3:3].